The task is: Predict the product of the given reaction.. This data is from Forward reaction prediction with 1.9M reactions from USPTO patents (1976-2016). (1) The product is: [CH3:1][O:2][C:3]([C:5]1[S:6][C:7]([C:11]2[CH:16]=[CH:15][CH:14]=[CH:13][CH:12]=2)=[CH:8][C:9]=1[NH:10][CH:24]([CH:26]1[CH2:31][CH2:30][CH2:29][CH2:28][CH2:27]1)[CH2:23][CH2:22][CH2:21][C:20]([O:19][CH2:17][CH3:18])=[O:32])=[O:4]. Given the reactants [CH3:1][O:2][C:3]([C:5]1[S:6][C:7]([C:11]2[CH:16]=[CH:15][CH:14]=[CH:13][CH:12]=2)=[CH:8][C:9]=1[NH2:10])=[O:4].[CH2:17]([O:19][C:20](=[O:32])[CH2:21][CH2:22][CH2:23][C:24]([CH:26]1[CH2:31][CH2:30][CH2:29][CH2:28][CH2:27]1)=O)[CH3:18].C1([SiH3])C=CC=CC=1.C([Sn](Cl)(Cl)CCCC)CCC, predict the reaction product. (2) Given the reactants C(=O)([O-])[O-].[K+].[K+].C([O:10][C:11]1[C:19]2[CH:18]=[CH:17][S:16][C:15]=2[CH:14]=[C:13]([C:20]([O:22][CH2:23][CH3:24])=[O:21])[CH:12]=1)(=O)C, predict the reaction product. The product is: [OH:10][C:11]1[C:19]2[CH:18]=[CH:17][S:16][C:15]=2[CH:14]=[C:13]([C:20]([O:22][CH2:23][CH3:24])=[O:21])[CH:12]=1.